Dataset: Reaction yield outcomes from USPTO patents with 853,638 reactions. Task: Predict the reaction yield, written as a fraction of the theoretical maximum amount of product (1.0 means a 100% yield; for example, 0.34 means a 34% yield). (1) The reactants are [N+:1]([C:4]1[CH:5]=[CH:6][C:7]2[N:12]=[C:11]([C:13]3[CH:18]=[CH:17][C:16]([C:19]([CH3:22])([CH3:21])[CH3:20])=[CH:15][CH:14]=3)[O:10][C:9](=[O:23])[C:8]=2[CH:24]=1)([O-:3])=[O:2].[NH2:25][C:26]1[CH:34]=[C:33]2[C:29]([CH:30]=[N:31][NH:32]2)=[CH:28][CH:27]=1. The catalyst is C1(C)C=CC=CC=1. The product is [C:19]([C:16]1[CH:17]=[CH:18][C:13]([C:11]([NH:12][C:7]2[CH:6]=[CH:5][C:4]([N+:1]([O-:3])=[O:2])=[CH:24][C:8]=2[C:9]([NH:25][C:26]2[CH:34]=[C:33]3[C:29]([CH:30]=[N:31][NH:32]3)=[CH:28][CH:27]=2)=[O:23])=[O:10])=[CH:14][CH:15]=1)([CH3:20])([CH3:22])[CH3:21]. The yield is 0.420. (2) The reactants are Br[C:2]1[CH:7]=[CH:6][C:5]([N+:8]([O-:10])=[O:9])=[CH:4][C:3]=1[N:11]([CH2:15][C:16]([CH3:18])=[CH2:17])[C:12](=[O:14])[CH3:13].C([O-])=O.[Na+].C([O-])(=O)C.[Na+]. The product is [CH3:17][C:16]1([CH3:18])[C:2]2[C:3](=[CH:4][C:5]([N+:8]([O-:10])=[O:9])=[CH:6][CH:7]=2)[N:11]([C:12](=[O:14])[CH3:13])[CH2:15]1. The yield is 0.880. The catalyst is O.[Cl-].C([N+](CC)(CC)CC)C.CN(C=O)C.C([O-])(=O)C.[Pd+2].C([O-])(=O)C. (3) The reactants are [CH2:1]([N:8]1[CH:12]=[C:11]([CH2:13][C:14]([O:16][CH3:17])=[O:15])[C:10]([O:18]CC2C=CC=CC=2)=[N:9]1)[C:2]1[CH:7]=[CH:6][CH:5]=[CH:4][CH:3]=1. The catalyst is [C].[Pd].C(O)C. The product is [CH2:1]([N:8]1[CH:12]=[C:11]([CH2:13][C:14]([O:16][CH3:17])=[O:15])[C:10]([OH:18])=[N:9]1)[C:2]1[CH:3]=[CH:4][CH:5]=[CH:6][CH:7]=1. The yield is 0.740. (4) The reactants are [Cl:1][C:2](Cl)([O:4]C(=O)OC(Cl)(Cl)Cl)Cl.N1C=CC=CC=1.[CH3:19][C@H:20]1[CH2:25][CH2:24][CH2:23][CH2:22][NH:21]1.Cl. The catalyst is C(Cl)Cl. The product is [CH3:19][C@H:20]1[CH2:25][CH2:24][CH2:23][CH2:22][N:21]1[C:2]([Cl:1])=[O:4]. The yield is 0.920.